Dataset: Forward reaction prediction with 1.9M reactions from USPTO patents (1976-2016). Task: Predict the product of the given reaction. (1) Given the reactants [Cl:1][C:2]1[C:7]([C:8]2[CH:9]=[C:10]([CH:16]=[CH:17][CH:18]=2)[C:11]([N:13]([CH3:15])[CH3:14])=[O:12])=[CH:6][N:5]=[C:4]2[NH:19][CH:20]=[CH:21][C:3]=12.[I:22]N1C(=O)CCC1=O.[H-].[Na+].[C:32]1([CH3:42])[C:33](S(Cl)(=O)=O)=[CH:34][CH:35]=[CH:36][CH:37]=1.[S:43]([O-:47])([O-])(=[O:45])=S.[Na+].[Na+], predict the reaction product. The product is: [Cl:1][C:2]1[C:7]([C:8]2[CH:9]=[C:10]([CH:16]=[CH:17][CH:18]=2)[C:11]([N:13]([CH3:15])[CH3:14])=[O:12])=[CH:6][N:5]=[C:4]2[N:19]([S:43]([C:35]3[CH:34]=[CH:33][C:32]([CH3:42])=[CH:37][CH:36]=3)(=[O:47])=[O:45])[CH:20]=[C:21]([I:22])[C:3]=12. (2) Given the reactants CC1C=C(N2CCN(CC3C=CC(C(F)(F)F)=CC=3)C2=O)SC=1C(OCC)=O.[C:29]1([CH2:39][N:40]2[CH2:44][CH2:43][N:42]([C:45]3[S:46][C:47]([C:51]([O:53]CC)=[O:52])=[C:48]([CH3:50])[N:49]=3)[C:41]2=[O:56])[C:38]2[C:33](=[CH:34][CH:35]=[CH:36][CH:37]=2)[CH:32]=[CH:31][N:30]=1, predict the reaction product. The product is: [C:29]1([CH2:39][N:40]2[CH2:44][CH2:43][N:42]([C:45]3[S:46][C:47]([C:51]([OH:53])=[O:52])=[C:48]([CH3:50])[N:49]=3)[C:41]2=[O:56])[C:38]2[C:33](=[CH:34][CH:35]=[CH:36][CH:37]=2)[CH:32]=[CH:31][N:30]=1. (3) Given the reactants [CH2:1]([N:8]([CH3:19])[C:9](=[O:18])[CH:10]([C:12]1[CH:17]=[CH:16][CH:15]=[CH:14][CH:13]=1)[NH2:11])[C:2]1[CH:7]=[CH:6][CH:5]=[CH:4][CH:3]=1.[C:20]1([CH3:47])[C:21]([C:26]([C@@:28]([C:44]([OH:46])=[O:45])([OH:43])[C@@:29]([C:34]([C:36]2[C:37]([CH3:42])=[CH:38][CH:39]=[CH:40][CH:41]=2)=[O:35])([OH:33])[C:30]([OH:32])=[O:31])=[O:27])=[CH:22][CH:23]=[CH:24][CH:25]=1, predict the reaction product. The product is: [C:20]1([CH3:47])[C:21]([C:26]([C@@:28]([C:44]([OH:46])=[O:45])([OH:43])[C@@:29]([C:34]([C:36]2[C:37]([CH3:42])=[CH:38][CH:39]=[CH:40][CH:41]=2)=[O:35])([OH:33])[C:30]([OH:32])=[O:31])=[O:27])=[CH:22][CH:23]=[CH:24][CH:25]=1.[CH2:1]([N:8]([CH3:19])[C:9](=[O:18])[C@H:10]([C:12]1[CH:17]=[CH:16][CH:15]=[CH:14][CH:13]=1)[NH2:11])[C:2]1[CH:3]=[CH:4][CH:5]=[CH:6][CH:7]=1. (4) The product is: [F:1][C:2]1[CH:10]=[C:9]([N+:12]([O-:14])=[O:13])[C:8]2[C:4](=[CH:5][C:6](=[O:11])[N:7]=2)[CH:3]=1.[F:1][C:2]1[CH:3]=[C:4]2[C:8](=[C:9]([N+:12]([O-:15])=[O:13])[CH:10]=1)[NH:7][C:6](=[O:11])[CH2:5]2. Given the reactants [F:1][C:2]1[CH:3]=[C:4]2[C:8](=[CH:9][CH:10]=1)[NH:7][C:6](=[O:11])[CH2:5]2.[N+:12]([O-:15])([OH:14])=[O:13], predict the reaction product. (5) Given the reactants [CH3:1][N:2]1[CH:6]([CH3:7])[C:5](=[O:8])[N:4]([CH2:9][C:10]2([C:15]3[CH:20]=[CH:19][CH:18]=[CH:17][CH:16]=3)[O:14][CH2:13][CH2:12][O:11]2)[C:3]1=[O:21].Br[CH2:23][CH:24]1[CH2:27][CH2:26][CH2:25]1, predict the reaction product. The product is: [CH:24]1([CH2:23][C:6]2([CH3:7])[N:2]([CH3:1])[C:3](=[O:21])[N:4]([CH2:9][C:10]3([C:15]4[CH:16]=[CH:17][CH:18]=[CH:19][CH:20]=4)[O:11][CH2:12][CH2:13][O:14]3)[C:5]2=[O:8])[CH2:27][CH2:26][CH2:25]1. (6) Given the reactants [NH2:1][C:2]1[CH:3]=[CH:4][C:5]([F:14])=[C:6]([CH2:8][C:9]([O:11]CC)=[O:10])[CH:7]=1.O[CH2:16][CH:17]([CH2:19]O)O.[N+]([C:24]1[CH:29]=CC=C[CH:25]=1)([O-])=O.S(=O)(=O)(O)O.Cl, predict the reaction product. The product is: [F:14][C:5]1[C:6]([CH2:8][C:9]([OH:11])=[O:10])=[C:7]2[C:2](=[CH:3][CH:4]=1)[N:1]=[CH:19][CH:17]=[CH:16]2.[F:14][C:5]1[CH:4]=[C:3]2[C:2](=[CH:7][C:6]=1[CH2:8][C:9]([OH:11])=[O:10])[N:1]=[CH:29][CH:24]=[CH:25]2.